From a dataset of Full USPTO retrosynthesis dataset with 1.9M reactions from patents (1976-2016). Predict the reactants needed to synthesize the given product. (1) Given the product [C:29]([N:2]1[CH2:5][CH:4]([C@H:6]([C:8]2[CH:16]=[CH:15][C:14]([C:17]([NH2:19])=[O:18])=[C:13]3[C:9]=2[CH:10]=[CH:11][NH:12]3)[CH3:7])[CH2:3]1)(=[O:32])[CH:30]=[CH2:31], predict the reactants needed to synthesize it. The reactants are: Cl.[NH:2]1[CH2:5][CH:4]([C@H:6]([C:8]2[CH:16]=[CH:15][C:14]([C:17]([NH2:19])=[O:18])=[C:13]3[C:9]=2[CH:10]=[CH:11][NH:12]3)[CH3:7])[CH2:3]1.C(N(C(C)C)C(C)C)C.[C:29](Cl)(=[O:32])[CH:30]=[CH2:31]. (2) Given the product [F:1][C:2]1[CH:9]=[CH:8][C:5](/[CH:6]=[C:23]2/[C:21](=[O:22])[N:20]=[C:18]([N:11]3[CH2:16][CH2:15][CH2:14][CH2:13][CH2:12]3)[S:17]/2)=[C:4]([OH:10])[CH:3]=1, predict the reactants needed to synthesize it. The reactants are: [F:1][C:2]1[CH:9]=[CH:8][C:5]([CH:6]=O)=[C:4]([OH:10])[CH:3]=1.[NH:11]1[CH2:16][CH2:15][CH2:14][CH2:13][CH2:12]1.[S:17]1[CH2:23][C:21](=[O:22])[NH:20][C:18]1=S. (3) Given the product [CH2:20]([O:27][C:28]1[CH:29]=[C:30]([CH2:4][CH2:3][CH2:2][CH2:1][N:5]2[CH2:9][CH2:8][CH:7]([S:10]([C:13]3[CH:14]=[CH:15][C:16]([OH:19])=[CH:17][CH:18]=3)(=[O:12])=[O:11])[CH2:6]2)[CH:31]=[CH:32][CH:33]=1)[C:21]1[CH:26]=[CH:25][CH:24]=[CH:23][CH:22]=1, predict the reactants needed to synthesize it. The reactants are: [CH2:1]([N:5]1[CH2:9][CH2:8][CH:7]([S:10]([C:13]2[CH:18]=[CH:17][C:16]([OH:19])=[CH:15][CH:14]=2)(=[O:12])=[O:11])[CH2:6]1)[CH2:2][CH:3]=[CH2:4].[CH2:20]([O:27][C:28]1[CH:33]=[CH:32][CH:31]=[C:30](I)[CH:29]=1)[C:21]1[CH:26]=[CH:25][CH:24]=[CH:23][CH:22]=1. (4) The reactants are: [C:1]1([C:7]2[CH:14]=[CH:13][C:10]([CH:11]=[O:12])=[CH:9][N:8]=2)[CH:6]=[CH:5][CH:4]=[CH:3][CH:2]=1.[CH2:15]([Mg]Br)[CH3:16]. Given the product [C:1]1([C:7]2[N:8]=[CH:9][C:10]([CH:11]([OH:12])[CH2:15][CH3:16])=[CH:13][CH:14]=2)[CH:2]=[CH:3][CH:4]=[CH:5][CH:6]=1, predict the reactants needed to synthesize it. (5) Given the product [C:23]([O:7][CH2:6][C@H:5]1[O:8][C@@H:1]([N:9]2[CH:16]=[CH:15][C:13](=[O:14])[NH:12][C:10]2=[O:11])[CH2:2][C@@H:3]1[OH:4])([C:17]1[CH:22]=[CH:21][CH:20]=[CH:19][CH:18]=1)([C:30]1[CH:31]=[CH:32][CH:33]=[CH:34][CH:35]=1)[C:24]1[CH:25]=[CH:26][CH:27]=[CH:28][CH:29]=1, predict the reactants needed to synthesize it. The reactants are: [C@@H:1]1([N:9]2[CH:16]=[CH:15][C:13](=[O:14])[NH:12][C:10]2=[O:11])[O:8][C@H:5]([CH2:6][OH:7])[C@@H:3]([OH:4])[CH2:2]1.[C:17]1([C:23](Cl)([C:30]2[CH:35]=[CH:34][CH:33]=[CH:32][CH:31]=2)[C:24]2[CH:29]=[CH:28][CH:27]=[CH:26][CH:25]=2)[CH:22]=[CH:21][CH:20]=[CH:19][CH:18]=1. (6) Given the product [Cl:1][C:2]1[CH:3]=[C:4]([N:8]2[C:12]([C:13]3[CH:18]=[CH:17][CH:16]=[C:15]([S:19][C:20]([F:22])([F:23])[F:21])[CH:14]=3)=[CH:11][C:10]([C:24]([OH:26])=[O:25])=[N:9]2)[CH:5]=[CH:6][CH:7]=1, predict the reactants needed to synthesize it. The reactants are: [Cl:1][C:2]1[CH:3]=[C:4]([N:8]2[C:12]([C:13]3[CH:18]=[CH:17][CH:16]=[C:15]([S:19][C:20]([F:23])([F:22])[F:21])[CH:14]=3)=[CH:11][C:10]([C:24]([O:26]CC)=[O:25])=[N:9]2)[CH:5]=[CH:6][CH:7]=1.[OH-].[K+]. (7) The reactants are: [OH:1][C:2]1[CH:11]=[C:10]2[C:5]([CH:6]=[C:7]([S:16](Cl)(=[O:18])=[O:17])[CH:8]=[C:9]2[S:12](Cl)(=[O:14])=[O:13])=[CH:4][CH:3]=1.[Br:20][C:21]1[CH:22]=[C:23]([CH:25]=[CH:26][CH:27]=1)[NH2:24]. Given the product [Br:20][C:21]1[CH:22]=[C:23]([NH:24][S:12]([C:9]2[C:10]3[C:5](=[CH:4][CH:3]=[C:2]([OH:1])[CH:11]=3)[CH:6]=[C:7]([S:16]([NH:24][C:23]3[CH:25]=[CH:26][CH:27]=[C:21]([Br:20])[CH:22]=3)(=[O:18])=[O:17])[CH:8]=2)(=[O:14])=[O:13])[CH:25]=[CH:26][CH:27]=1, predict the reactants needed to synthesize it. (8) Given the product [F:1][C:2]1[CH:11]=[CH:10][CH:9]=[C:8]2[C:3]=1[C:4]1([CH2:14][CH2:13][CH2:12]1)[CH2:5][CH2:6][N:7]2[CH2:18][C:19]([NH2:21])=[O:20], predict the reactants needed to synthesize it. The reactants are: [F:1][C:2]1[CH:11]=[CH:10][CH:9]=[C:8]2[C:3]=1[C:4]1([CH2:14][CH2:13][CH2:12]1)[CH2:5][CH2:6][NH:7]2.[H-].[Na+].Br[CH2:18][C:19]([NH2:21])=[O:20]. (9) The reactants are: [CH3:1][O:2][C:3]1[CH:4]=[C:5]([CH2:11][CH:12]([NH2:20])[CH2:13][C:14]2[CH:19]=[CH:18][CH:17]=[CH:16][CH:15]=2)[CH:6]=[CH:7][C:8]=1[O:9][CH3:10].[CH:21](O)=[O:22]. Given the product [CH2:13]([CH:12]([NH:20][CH:21]=[O:22])[CH2:11][C:5]1[CH:6]=[CH:7][C:8]([O:9][CH3:10])=[C:3]([O:2][CH3:1])[CH:4]=1)[C:14]1[CH:15]=[CH:16][CH:17]=[CH:18][CH:19]=1, predict the reactants needed to synthesize it. (10) Given the product [Br:14][C:15]1[CH:26]=[CH:25][C:18]([CH:19]([N:20]2[CH2:21][CH2:22][CH2:23][CH2:24]2)[C:5]2[N:1]([CH2:6][C:7]3[CH:8]=[CH:12][CH:40]=[CH:39][N:38]=3)[CH:2]=[CH:3][CH:4]=2)=[C:17]([F:27])[CH:16]=1, predict the reactants needed to synthesize it. The reactants are: [N:1]1([C:6]2C=CN=[C:8]([CH3:12])[CH:7]=2)[CH:5]=[CH:4][CH:3]=[CH:2]1.[Cl-].[Br:14][C:15]1[CH:26]=[CH:25][C:18]([CH:19]=[N+:20]2[CH2:24][CH2:23][CH2:22][CH2:21]2)=[C:17]([F:27])[CH:16]=1.BrC1C=CC(C=O)=C(F)C=1.[NH:38]1CC[CH2:40][CH2:39]1.